From a dataset of Cav3 T-type calcium channel HTS with 100,875 compounds. Binary Classification. Given a drug SMILES string, predict its activity (active/inactive) in a high-throughput screening assay against a specified biological target. (1) The molecule is Fc1c(NC(=O)c2oc(cc2)C)ccc(F)c1. The result is 0 (inactive). (2) The molecule is S(c1n(nc(c1/C=N\O)C(OC)=O)c1ccccc1)c1ccccc1. The result is 0 (inactive). (3) The drug is s1cc(c2oc3c(c2C#CC2(O)CCCCC2)cc(cc3)c2cc(OC)c(OC)c(OC)c2)cc1. The result is 0 (inactive). (4) The compound is s1c2nc(cc(c2c(n2cccc2)c1C(O)=O)C)C. The result is 0 (inactive). (5) The result is 0 (inactive). The molecule is S(CC(=O)N1CCc2c1cccc2)c1ccc(cc1)C.